This data is from Full USPTO retrosynthesis dataset with 1.9M reactions from patents (1976-2016). The task is: Predict the reactants needed to synthesize the given product. (1) Given the product [CH2:1]([S:11]([O-:14])(=[O:13])=[O:12])[CH2:2][S:3][S:4][CH2:5][CH2:6][S:7]([O-:10])(=[O:8])=[O:9].[NH4+:16].[NH4+:16], predict the reactants needed to synthesize it. The reactants are: [CH2:1]([S:11]([OH:14])(=[O:13])=[O:12])[CH2:2][S:3][S:4][CH2:5][CH2:6][S:7]([OH:10])(=[O:9])=[O:8].[OH-].[NH4+:16].CC(C)=O. (2) Given the product [CH3:1][C:2]1[CH:7]=[CH:6][CH:5]=[CH:31][C:3]=1[CH2:8][O:9][C:10]1[CH:11]=[C:12]([CH:17]=[C:18]([O:20][C:21]2[CH:26]=[CH:25][C:24]([S:27]([CH3:30])(=[O:29])=[O:28])=[CH:23][CH:22]=2)[CH:19]=1)[C:13]([O:15][CH3:16])=[O:14], predict the reactants needed to synthesize it. The reactants are: [CH3:1][C:2]1[C:3]([CH2:8][O:9][C:10]2[CH:11]=[C:12]([CH:17]=[C:18]([O:20][C:21]3[CH:26]=[CH:25][C:24]([S:27]([CH3:30])(=[O:29])=[O:28])=[CH:23][CH:22]=3)[CH:19]=2)[C:13]([O:15][CH3:16])=[O:14])=N[CH:5]=[CH:6][CH:7]=1.[CH3:31]C1C=CC=CC=1CBr. (3) The reactants are: [Br:1][C:2]1[CH:7]=[CH:6][CH:5]=[CH:4][C:3]=1I.C([Mg]Cl)(C)C.[CH3:14][C:15]1[CH:16]=[C:17]([P:22]([C:24]2[CH:29]=[C:28]([CH3:30])[CH:27]=[C:26]([CH3:31])[CH:25]=2)Cl)[CH:18]=[C:19]([CH3:21])[CH:20]=1. Given the product [Br:1][C:2]1[CH:7]=[CH:6][CH:5]=[CH:4][C:3]=1[P:22]([C:24]1[CH:25]=[C:26]([CH3:31])[CH:27]=[C:28]([CH3:30])[CH:29]=1)[C:17]1[CH:16]=[C:15]([CH3:14])[CH:20]=[C:19]([CH3:21])[CH:18]=1, predict the reactants needed to synthesize it. (4) Given the product [F:10][C:11]1[CH:19]=[C:18]([C:17]([O:16][CH2:15][CH3:14])=[O:20])[C:31]2[C:30](=[O:29])[CH:6]([C:5]3[CH:8]=[CH:9][C:2]([F:1])=[CH:3][CH:4]=3)[CH:22]([C:23]3[N:24]([CH3:28])[CH:25]=[CH:26][N:27]=3)[NH:21][C:13]=2[CH:12]=1, predict the reactants needed to synthesize it. The reactants are: [F:1][C:2]1[CH:9]=[CH:8][C:5]([CH:6]=O)=[CH:4][CH:3]=1.[F:10][C:11]1[CH:19]=[C:18]2[C:14]([CH2:15][O:16][C:17]2=[O:20])=[C:13](/[N:21]=[CH:22]/[C:23]2[N:24]([CH3:28])[CH:25]=[CH:26][N:27]=2)[CH:12]=1.[O-:29][CH2:30][CH3:31].[Na+].C(O)C. (5) Given the product [NH2:1][C:2]1[N:7]=[C:6]([C:8]2[S:12][C:11]([CH:13]3[CH2:18][CH2:17][NH:16][CH2:15][CH2:14]3)=[N:10][C:9]=2[C:26]2[C:27]([F:44])=[C:28]([NH:32][S:33]([C:36]3[C:37]([F:43])=[CH:38][CH:39]=[CH:40][C:41]=3[F:42])(=[O:34])=[O:35])[CH:29]=[CH:30][CH:31]=2)[CH:5]=[CH:4][N:3]=1, predict the reactants needed to synthesize it. The reactants are: [NH2:1][C:2]1[N:7]=[C:6]([C:8]2[S:12][C:11]([CH:13]3[CH2:18][CH2:17][N:16](C(OC(C)(C)C)=O)[CH2:15][CH2:14]3)=[N:10][C:9]=2[C:26]2[CH:31]=[CH:30][CH:29]=[C:28]([NH:32][S:33]([C:36]3[C:41]([F:42])=[CH:40][CH:39]=[CH:38][C:37]=3[F:43])(=[O:35])=[O:34])[C:27]=2[F:44])[CH:5]=[CH:4][N:3]=1.C(O)(C(F)(F)F)=O. (6) Given the product [C:97]([OH:99])(=[O:98])[CH3:96].[C:97]([OH:99])(=[O:98])[CH3:96].[NH2:1][C:2]1[C:3]2[N:10]([C:11]3[CH:16]=[CH:15][C:14]([NH:17][C:34](=[O:35])[O:36][CH2:37][C:38]4[CH:43]=[CH:42][CH:41]=[CH:40][CH:39]=4)=[C:13]([O:18][CH3:19])[CH:12]=3)[N:9]=[C:8]([CH:20]3[CH2:21][CH2:22][NH:23][CH2:24][CH2:25]3)[C:4]=2[N:5]=[CH:6][N:7]=1, predict the reactants needed to synthesize it. The reactants are: [NH2:1][C:2]1[C:3]2[N:10]([C:11]3[CH:16]=[CH:15][C:14]([NH2:17])=[C:13]([O:18][CH3:19])[CH:12]=3)[N:9]=[C:8]([CH:20]3[CH2:25][CH2:24][N:23](C(OC(C)(C)C)=O)[CH2:22][CH2:21]3)[C:4]=2[N:5]=[CH:6][N:7]=1.Cl[C:34]([O:36][CH2:37][C:38]1[CH:43]=[CH:42][CH:41]=[CH:40][CH:39]=1)=[O:35].NC1C2N(C3C=CC(NC(C4N(C)C5C(C=4)=CC=CC=5)=O)=C(OC)C=3)N=C(C3CCNCC3)C=2N=CN=1.CO[C@@H]1[C@@H:96]([C:97]([O:99]C)=[O:98])[C@@H]2[C@@H](CN3[C@H](C2)C2NC4C=C(OC)C=CC=4C=2CC3)C[C@H]1[O:99][C:97]([C:96]1C=C(OC)C(OC)=C(OC)C=1)=[O:98].